From a dataset of Reaction yield outcomes from USPTO patents with 853,638 reactions. Predict the reaction yield, written as a fraction of the theoretical maximum amount of product (1.0 means a 100% yield; for example, 0.34 means a 34% yield). (1) The reactants are CC1(C)[O:6][C:5](=[CH:7][C:8]([N:10]([CH2:13][C:14]2[CH:19]=[CH:18][C:17]([F:20])=[CH:16][C:15]=2[S:21][CH3:22])[O:11][CH3:12])=[O:9])[C:4](=[O:23])O1.C=O.[N:27]1([CH2:33][CH2:34][NH2:35])[CH2:32][CH2:31][O:30][CH2:29][CH2:28]1.Cl[C:37]1C=C(C=CC=1Cl)CN(C)C(C1CN(CCO)C(=O)C=1O)=O. No catalyst specified. The product is [F:20][C:17]1[CH:18]=[CH:19][C:14]([CH2:13][N:10]([O:11][CH3:12])[C:8]([C:7]2[CH2:37][N:35]([CH2:34][CH2:33][N:27]3[CH2:32][CH2:31][O:30][CH2:29][CH2:28]3)[C:4](=[O:23])[C:5]=2[OH:6])=[O:9])=[C:15]([S:21][CH3:22])[CH:16]=1. The yield is 0.180. (2) The reactants are [NH2:1][C:2]1[CH:3]=[CH:4][C:5]([C:18]#[N:19])=[C:6]([NH:8][C:9](=[O:17])[C:10]2[CH:15]=[CH:14][C:13]([F:16])=[CH:12][CH:11]=2)[CH:7]=1.[CH3:20][C:21]1[CH:29]=[C:28]([C:30]([F:39])([C:35]([F:38])([F:37])[F:36])[C:31]([F:34])([F:33])[F:32])[CH:27]=[C:26]([CH3:40])[C:22]=1[C:23](Cl)=[O:24]. The catalyst is O1CCCC1.C(OCC)(=O)C.C(=O)([O-])O.[Na+]. The product is [C:18]([C:5]1[CH:4]=[CH:3][C:2]([NH:1][C:23](=[O:24])[C:22]2[C:21]([CH3:20])=[CH:29][C:28]([C:30]([F:39])([C:31]([F:32])([F:33])[F:34])[C:35]([F:36])([F:37])[F:38])=[CH:27][C:26]=2[CH3:40])=[CH:7][C:6]=1[NH:8][C:9](=[O:17])[C:10]1[CH:15]=[CH:14][C:13]([F:16])=[CH:12][CH:11]=1)#[N:19]. The yield is 0.660. (3) The reactants are [C:1](OC(=O)C)(=[O:3])[CH3:2].[CH2:8]([C:11]1[CH:12]=[C:13]([CH:18]=[CH:19][C:20]=1[OH:21])[C:14]([O:16][CH3:17])=[O:15])[CH:9]=[CH2:10]. The catalyst is N1C=CC=CC=1. The product is [C:1]([O:21][C:20]1[CH:19]=[CH:18][C:13]([C:14]([O:16][CH3:17])=[O:15])=[CH:12][C:11]=1[CH2:8][CH:9]=[CH2:10])(=[O:3])[CH3:2]. The yield is 0.880. (4) The reactants are [N+:1]([C:4]1[CH:9]=[CH:8][C:7]([NH:10][C:11]([CH2:13][C:14]2[S:15][CH:16]=[CH:17][CH:18]=2)=[O:12])=[CH:6][CH:5]=1)([O-])=O.O1CCCC1. The catalyst is C(O)C.[Ni]. The product is [NH2:1][C:4]1[CH:5]=[CH:6][C:7]([NH:10][C:11]([CH2:13][C:14]2[S:15][CH:16]=[CH:17][CH:18]=2)=[O:12])=[CH:8][CH:9]=1. The yield is 0.859. (5) The reactants are [Li]OC(C)=O.O.O.[Cl:8][C:9]1[CH:10]=[CH:11][C:12]2[O:17][CH2:16][C:15](C(O)=O)=[CH:14][C:13]=2[CH:21]=1.C1C(=O)N([Br:29])C(=O)C1. The catalyst is CC#N.O. The product is [Br:29][C:15]1[CH2:16][O:17][C:12]2[C:13]([CH:14]=1)=[CH:21][C:9]([Cl:8])=[CH:10][CH:11]=2. The yield is 0.270. (6) The reactants are Br[C:2]1[CH:7]=[CH:6][C:5]([CH3:8])=[CH:4][C:3]=1[CH3:9].[O:10]1[CH2:15][CH2:14][O:13][CH2:12][CH2:11]1.C(=O)([O-])[O-].[Cs+].[Cs+].C1(P(C2CCCCC2)C2C=CC=CC=2C2C(OC)=CC=CC=2OC)CCCCC1. The catalyst is C([O-])(=O)C.[Pd+2].C([O-])(=O)C.CCCCCC.O. The product is [CH3:15][O:10][CH2:11][CH2:12][O:13][CH2:14][C:2]1[CH:7]=[CH:6][C:5]([CH3:8])=[CH:4][C:3]=1[CH3:9]. The yield is 0.710. (7) The reactants are CC1N=C(N2CCN(C3C=CC=CC=3)C2=O)SC=1C(OCC)=O.[CH:24]1([CH2:30][N:31]2[CH2:35][CH2:34][N:33]([C:36]3[S:37][C:38]([C:42]([O:44]CC)=[O:43])=[C:39]([CH3:41])[N:40]=3)[C:32]2=[O:47])[CH2:29][CH2:28][CH2:27][CH2:26][CH2:25]1. No catalyst specified. The product is [CH:24]1([CH2:30][N:31]2[CH2:35][CH2:34][N:33]([C:36]3[S:37][C:38]([C:42]([OH:44])=[O:43])=[C:39]([CH3:41])[N:40]=3)[C:32]2=[O:47])[CH2:25][CH2:26][CH2:27][CH2:28][CH2:29]1. The yield is 0.860.